Dataset: Forward reaction prediction with 1.9M reactions from USPTO patents (1976-2016). Task: Predict the product of the given reaction. (1) Given the reactants [CH2:1]([C@@:4]1([CH3:31])[CH2:9][C@H:8]([C:10]2[CH:15]=[CH:14][CH:13]=[C:12]([Cl:16])[CH:11]=2)[C@@H:7]([C:17]2[CH:22]=[CH:21][C:20]([Cl:23])=[CH:19][CH:18]=2)[N:6]([C@@H:24]([CH2:28][CH3:29])[C:25](=[O:27])[CH3:26])[C:5]1=[O:30])[CH:2]=[CH2:3].[CH3:32][Mg]Br.C1(C)C=CC=CC=1, predict the reaction product. The product is: [CH2:1]([C@@:4]1([CH3:31])[CH2:9][C@H:8]([C:10]2[CH:15]=[CH:14][CH:13]=[C:12]([Cl:16])[CH:11]=2)[C@@H:7]([C:17]2[CH:18]=[CH:19][C:20]([Cl:23])=[CH:21][CH:22]=2)[N:6]([C@@H:24]([CH2:28][CH3:29])[C:25]([OH:27])([CH3:32])[CH3:26])[C:5]1=[O:30])[CH:2]=[CH2:3]. (2) Given the reactants [Si:1]([O:8][CH2:9][C:10]1[N:15]=[C:14]([CH3:16])[C:13]([N+:17]([O-])=O)=[CH:12][CH:11]=1)([C:4]([CH3:7])([CH3:6])[CH3:5])([CH3:3])[CH3:2], predict the reaction product. The product is: [Si:1]([O:8][CH2:9][C:10]1[N:15]=[C:14]([CH3:16])[C:13]([NH2:17])=[CH:12][CH:11]=1)([C:4]([CH3:7])([CH3:6])[CH3:5])([CH3:3])[CH3:2].